Task: Predict the product of the given reaction.. Dataset: Forward reaction prediction with 1.9M reactions from USPTO patents (1976-2016) (1) The product is: [C:18]1([C:21]2[CH:22]=[CH:23][CH:24]=[CH:25][CH:26]=2)[CH:17]=[CH:16][C:15]([CH2:14][C@H:12]2[N:11](/[CH:27]=[CH:28]/[C:29]3[CH:30]=[CH:31][CH:32]=[CH:33][CH:34]=3)[C:10](=[O:35])[C:9](=[CH2:1])[CH2:13]2)=[CH:20][CH:19]=1. Given the reactants [C:1]([C@@H:9]1[CH2:13][CH:12]([CH2:14][C:15]2[CH:20]=[CH:19][C:18]([C:21]3[CH:26]=[CH:25][CH:24]=[CH:23][CH:22]=3)=[CH:17][CH:16]=2)[N:11](/[CH:27]=[CH:28]/[C:29]2[CH:34]=[CH:33][CH:32]=[CH:31][CH:30]=2)[C:10]1=[O:35])(=O)C1C=CC=CC=1.CCN(C(C)C)C(C)C.[O-]S([O-])(=O)=O.[Mg+2].C=O.Cl, predict the reaction product. (2) Given the reactants [Br:1][C:2]1[C:11]([O:12][CH2:13][C:14]#[N:15])=[CH:10][CH:9]=[C:8]2[C:3]=1[CH:4]=[CH:5][C:6]([CH2:16][NH:17][C:18]([C:20]1[C:24]3[CH:25]=[CH:26][CH:27]=[CH:28][C:23]=3[O:22][C:21]=1[CH3:29])=[O:19])=[CH:7]2.[N-:30]=[N+:31]=[N-:32].[Na+].[Cl-].[NH4+].[OH-].[Na+], predict the reaction product. The product is: [Br:1][C:2]1[C:11]([O:12][CH2:13][C:14]2[NH:32][N:31]=[N:30][N:15]=2)=[CH:10][CH:9]=[C:8]2[C:3]=1[CH:4]=[CH:5][C:6]([CH2:16][NH:17][C:18]([C:20]1[C:24]3[CH:25]=[CH:26][CH:27]=[CH:28][C:23]=3[O:22][C:21]=1[CH3:29])=[O:19])=[CH:7]2. (3) Given the reactants [CH2:1]([C:8]1[NH:44][C:11]2[N:12]=[N:13][C:14]([CH2:16][CH2:17][CH2:18][CH2:19][C:20]3[S:24][C:23]([NH:25][C:26](=[O:43])[CH2:27][C:28]4[CH:29]=[C:30]([CH:40]=[CH:41][CH:42]=4)[CH2:31][NH:32]C(=O)OC(C)(C)C)=[N:22][N:21]=3)=[CH:15][C:10]=2[CH:9]=1)[C:2]1[CH:7]=[CH:6][CH:5]=[CH:4][CH:3]=1.C(O)(C(F)(F)F)=O, predict the reaction product. The product is: [NH2:32][CH2:31][C:30]1[CH:29]=[C:28]([CH2:27][C:26]([NH:25][C:23]2[S:24][C:20]([CH2:19][CH2:18][CH2:17][CH2:16][C:14]3[N:13]=[N:12][C:11]4[NH:44][C:8]([CH2:1][C:2]5[CH:7]=[CH:6][CH:5]=[CH:4][CH:3]=5)=[CH:9][C:10]=4[CH:15]=3)=[N:21][N:22]=2)=[O:43])[CH:42]=[CH:41][CH:40]=1.